From a dataset of Catalyst prediction with 721,799 reactions and 888 catalyst types from USPTO. Predict which catalyst facilitates the given reaction. (1) Reactant: [Cl:1][C:2]1[CH:3]=[N:4][C:5]([NH:11][CH:12]2[CH2:15][CH2:14][CH2:13]2)=[C:6]([CH:10]=1)[C:7]([OH:9])=O.[CH3:16][C:17]([NH2:21])([C:19]#[CH:20])[CH3:18].CCN=C=NCCCN(C)C.CCN(C(C)C)C(C)C.C1C=CC2N(O)N=NC=2C=1. Product: [Cl:1][C:2]1[CH:3]=[N:4][C:5]([NH:11][CH:12]2[CH2:15][CH2:14][CH2:13]2)=[C:6]([CH:10]=1)[C:7]([NH:21][C:17]([CH3:18])([C:19]#[CH:20])[CH3:16])=[O:9]. The catalyst class is: 18. (2) Product: [Br:1][C:2]1[N:6]([C:7]([CH3:9])([CH3:10])[CH3:8])[N:5]=[CH:4][C:3]=1[CH2:11][C:12]1([N:30]=[C:33]=[O:42])[CH2:13][CH2:14][N:15]([C:18]([O:20][C:21]([CH3:24])([CH3:22])[CH3:23])=[O:19])[CH2:16][CH2:17]1. The catalyst class is: 11. Reactant: [Br:1][C:2]1[N:6]([C:7]([CH3:10])([CH3:9])[CH3:8])[N:5]=[CH:4][C:3]=1[CH2:11][C:12]1(C(O)=O)[CH2:17][CH2:16][N:15]([C:18]([O:20][C:21]([CH3:24])([CH3:23])[CH3:22])=[O:19])[CH2:14][CH2:13]1.C([N:30]([CH2:33]C)CC)C.C1(P(N=[N+]=[N-])(C2C=CC=CC=2)=[O:42])C=CC=CC=1. (3) Reactant: [NH2:1][C@@H:2]([C:6]1[CH:11]=[CH:10][C:9]([Cl:12])=[C:8]([Cl:13])[CH:7]=1)[CH2:3][CH2:4][OH:5].C(Cl)Cl.[CH3:17][C:18]([Si:21](Cl)([CH3:23])[CH3:22])([CH3:20])[CH3:19]. Product: [Si:21]([O:5][CH2:4][CH2:3][C@H:2]([C:6]1[CH:11]=[CH:10][C:9]([Cl:12])=[C:8]([Cl:13])[CH:7]=1)[NH2:1])([C:18]([CH3:20])([CH3:19])[CH3:17])([CH3:23])[CH3:22]. The catalyst class is: 850. (4) Reactant: [CH3:1][O:2][C:3]1[CH:4]=[N:5][C:6]2[C:11]([C:12]=1[CH3:13])=[N:10][CH:9]=[CH:8][CH:7]=2.[Br:14]N1C(=O)CCC1=O.C(OOC(=O)C1C=CC=CC=1)(=O)C1C=CC=CC=1. Product: [Br:14][CH2:13][C:12]1[C:11]2[C:6](=[CH:7][CH:8]=[CH:9][N:10]=2)[N:5]=[CH:4][C:3]=1[O:2][CH3:1]. The catalyst class is: 53. (5) Product: [C:1]([O:5][C:6](=[O:39])[NH:7][C:8]1[N:17]([CH2:18][CH2:19][CH3:20])[CH2:16][C:15]2[C:10](=[CH:11][CH:12]=[C:13]([O:21][C:22]3[CH:27]=[CH:26][CH:25]=[C:24]([NH2:28])[CH:23]=3)[CH:14]=2)[N:9]=1)([CH3:2])([CH3:3])[CH3:4]. Reactant: [C:1]([O:5][C:6](=[O:39])[NH:7][C:8]1[N:17]([CH2:18][CH2:19][CH3:20])[CH2:16][C:15]2[C:10](=[CH:11][CH:12]=[C:13]([O:21][C:22]3[CH:27]=[CH:26][CH:25]=[C:24]([NH:28]C(OCC4C=CC=CC=4)=O)[CH:23]=3)[CH:14]=2)[N:9]=1)([CH3:4])([CH3:3])[CH3:2].O=[Si]=O. The catalyst class is: 19.